This data is from Retrosynthesis with 50K atom-mapped reactions and 10 reaction types from USPTO. The task is: Predict the reactants needed to synthesize the given product. (1) Given the product CN(C(=O)OC(C)(C)C)c1cc(Oc2ccc(Oc3ccccc3)cc2)ccc1NC(=O)COc1ccc(CC2SC(=O)NC2=O)cc1, predict the reactants needed to synthesize it. The reactants are: CN(C(=O)OC(C)(C)C)c1cc(Oc2ccc(Oc3ccccc3)cc2)ccc1N.O=C(O)COc1ccc(CC2SC(=O)NC2=O)cc1. (2) Given the product CN1CCN(c2nc3cccc4c3n2CCC4)CC1, predict the reactants needed to synthesize it. The reactants are: CN1CCNCC1.Clc1nc2cccc3c2n1CCC3. (3) Given the product COc1ccc(CN(C(=O)OC(C)(C)C)c2nc(SC)ns2)cc1, predict the reactants needed to synthesize it. The reactants are: COc1ccc(CCl)cc1.CSc1nsc(NC(=O)OC(C)(C)C)n1. (4) Given the product CCCCCCCCCCc1cnc(-c2ccc(C(=O)Oc3ccc(CCCCCCCCC)cc3F)cc2)nc1, predict the reactants needed to synthesize it. The reactants are: CCCCCCCCCCc1cnc(-c2ccc(C(=O)O)cc2)nc1.CCCCCCCCCc1ccc(O)c(F)c1.